From a dataset of Full USPTO retrosynthesis dataset with 1.9M reactions from patents (1976-2016). Predict the reactants needed to synthesize the given product. (1) Given the product [Cl:1][C:2]1[CH:3]=[CH:4][C:5]([C@H:8]2[N:15]3[C:11]([S:12][C:13]([C:19]([N:21]([CH2:22][C:23]([N:41]4[CH2:42][CH2:43][N:38]([CH3:37])[C@H:39]([CH3:44])[CH2:40]4)=[O:25])[CH:26]([CH3:28])[CH3:27])=[O:20])=[C:14]3[CH:16]([CH3:18])[CH3:17])=[N:10][C@:9]2([C:30]2[CH:35]=[CH:34][C:33]([Cl:36])=[CH:32][CH:31]=2)[CH3:29])=[CH:6][CH:7]=1, predict the reactants needed to synthesize it. The reactants are: [Cl:1][C:2]1[CH:7]=[CH:6][C:5]([C@H:8]2[N:15]3[C:11]([S:12][C:13]([C:19]([N:21]([CH:26]([CH3:28])[CH3:27])[CH2:22][C:23]([OH:25])=O)=[O:20])=[C:14]3[CH:16]([CH3:18])[CH3:17])=[N:10][C@:9]2([C:30]2[CH:35]=[CH:34][C:33]([Cl:36])=[CH:32][CH:31]=2)[CH3:29])=[CH:4][CH:3]=1.[CH3:37][N:38]1[CH2:43][CH2:42][NH:41][CH2:40][C@H:39]1[CH3:44]. (2) Given the product [NH2:11][C:9]1[N:8]=[CH:7][N:6]=[C:5]2[N:4]([CH2:12][C:13]3[CH:14]=[C:15]4[CH:20]=[CH:19][CH:18]=[N:17][N:16]4[C:21]=3[C:22]3[CH:27]=[CH:26][CH:25]=[CH:24][N:23]=3)[N:3]=[C:2]([C:31]3[CH:32]=[C:33]([OH:35])[CH:34]=[C:29]([F:28])[CH:30]=3)[C:10]=12, predict the reactants needed to synthesize it. The reactants are: I[C:2]1[C:10]2[C:5](=[N:6][CH:7]=[N:8][C:9]=2[NH2:11])[N:4]([CH2:12][C:13]2[CH:14]=[C:15]3[CH:20]=[CH:19][CH:18]=[N:17][N:16]3[C:21]=2[C:22]2[CH:27]=[CH:26][CH:25]=[CH:24][N:23]=2)[N:3]=1.[F:28][C:29]1[CH:30]=[C:31](B(O)O)[CH:32]=[C:33]([OH:35])[CH:34]=1.CCO.C([O-])([O-])=O.[Na+].[Na+]. (3) Given the product [F:35][C:11]1[CH:12]=[C:13]([O:17][C@H:18]2[CH2:23][CH2:22][CH2:21][CH2:20][C@@H:19]2[C:24]2[CH:25]=[N:26][NH:27][CH:28]=2)[C:14]([F:16])=[CH:15][C:10]=1[S:7]([NH:6][C:36]1[CH:41]=[CH:40][N:39]=[CH:38][N:37]=1)(=[O:8])=[O:9], predict the reactants needed to synthesize it. The reactants are: COC1C=C(OC)C=CC=1C[N:6]([C:36]1[CH:41]=[CH:40][N:39]=[CH:38][N:37]=1)[S:7]([C:10]1[CH:15]=[C:14]([F:16])[C:13]([O:17][C@H:18]2[CH2:23][CH2:22][CH2:21][CH2:20][C@@H:19]2[C:24]2[CH:25]=[N:26][N:27](C3CCCCO3)[CH:28]=2)=[CH:12][C:11]=1[F:35])(=[O:9])=[O:8].C([SiH](CC)CC)C.FC(F)(F)C(O)=O.ClCCl. (4) Given the product [CH2:13]([N:3]([CH2:1][CH3:2])[C:4]1[CH:5]=[CH:6][C:7]([C:8]([NH:22][CH:18]([CH2:19][CH2:20][CH3:21])[CH2:17][CH2:16][CH3:15])=[O:10])=[CH:11][CH:12]=1)[CH3:14], predict the reactants needed to synthesize it. The reactants are: [CH2:1]([N:3]([CH2:13][CH3:14])[C:4]1[CH:12]=[CH:11][C:7]([C:8]([OH:10])=O)=[CH:6][CH:5]=1)[CH3:2].[CH3:15][CH2:16][CH2:17][CH:18]([NH2:22])[CH2:19][CH2:20][CH3:21]. (5) Given the product [OH:28][C@H:18]1[CH2:19][C@@H:20]([C:22]2[CH:23]=[CH:24][CH:25]=[CH:26][CH:27]=2)[O:21][C:14]2([CH2:15][CH2:16][N:11]([C:9]([C:8]3[CH:29]=[CH:30][C:5]([O:4][CH:1]([CH3:2])[CH3:3])=[C:6]([O:31][CH3:32])[CH:7]=3)=[O:10])[CH2:12][CH2:13]2)[CH2:17]1.[OH:28][C@H:18]1[CH2:19][C@H:20]([C:22]2[CH:23]=[CH:24][CH:25]=[CH:26][CH:27]=2)[O:21][C:14]2([CH2:15][CH2:16][N:11]([C:9]([C:8]3[CH:29]=[CH:30][C:5]([O:4][CH:1]([CH3:2])[CH3:3])=[C:6]([O:31][CH3:32])[CH:7]=3)=[O:10])[CH2:12][CH2:13]2)[CH2:17]1, predict the reactants needed to synthesize it. The reactants are: [CH:1]([O:4][C:5]1[CH:30]=[CH:29][C:8]([C:9]([N:11]2[CH2:16][CH2:15][C:14]3([O:21][CH:20]([C:22]4[CH:27]=[CH:26][CH:25]=[CH:24][CH:23]=4)[CH2:19][C:18](=[O:28])[CH2:17]3)[CH2:13][CH2:12]2)=[O:10])=[CH:7][C:6]=1[O:31][CH3:32])([CH3:3])[CH3:2].Cl[Ce](Cl)Cl.[BH4-].[Na+].